Dataset: NCI-60 drug combinations with 297,098 pairs across 59 cell lines. Task: Regression. Given two drug SMILES strings and cell line genomic features, predict the synergy score measuring deviation from expected non-interaction effect. (1) Drug 1: C1=CC(=C2C(=C1NCCNCCO)C(=O)C3=C(C=CC(=C3C2=O)O)O)NCCNCCO. Drug 2: CCN(CC)CCCC(C)NC1=C2C=C(C=CC2=NC3=C1C=CC(=C3)Cl)OC. Cell line: M14. Synergy scores: CSS=26.5, Synergy_ZIP=-2.40, Synergy_Bliss=-0.926, Synergy_Loewe=-13.4, Synergy_HSA=-0.0189. (2) Drug 1: CCCCCOC(=O)NC1=NC(=O)N(C=C1F)C2C(C(C(O2)C)O)O. Drug 2: C(CCl)NC(=O)N(CCCl)N=O. Cell line: OVCAR3. Synergy scores: CSS=-5.23, Synergy_ZIP=0.0610, Synergy_Bliss=-4.41, Synergy_Loewe=-2.36, Synergy_HSA=-6.43. (3) Drug 1: CC1=C(C(=O)C2=C(C1=O)N3CC4C(C3(C2COC(=O)N)OC)N4)N. Drug 2: CC1CCCC2(C(O2)CC(NC(=O)CC(C(C(=O)C(C1O)C)(C)C)O)C(=CC3=CSC(=N3)C)C)C. Cell line: MDA-MB-231. Synergy scores: CSS=28.3, Synergy_ZIP=-5.49, Synergy_Bliss=-8.02, Synergy_Loewe=-8.91, Synergy_HSA=-4.54. (4) Synergy scores: CSS=2.25, Synergy_ZIP=-0.534, Synergy_Bliss=-2.94, Synergy_Loewe=-3.18, Synergy_HSA=-3.77. Drug 1: C1CCN(CC1)CCOC2=CC=C(C=C2)C(=O)C3=C(SC4=C3C=CC(=C4)O)C5=CC=C(C=C5)O. Drug 2: CC1=CC=C(C=C1)C2=CC(=NN2C3=CC=C(C=C3)S(=O)(=O)N)C(F)(F)F. Cell line: NCI/ADR-RES. (5) Drug 1: CC1CCC2CC(C(=CC=CC=CC(CC(C(=O)C(C(C(=CC(C(=O)CC(OC(=O)C3CCCCN3C(=O)C(=O)C1(O2)O)C(C)CC4CCC(C(C4)OC)O)C)C)O)OC)C)C)C)OC. Synergy scores: CSS=9.93, Synergy_ZIP=-4.29, Synergy_Bliss=-0.0540, Synergy_Loewe=-22.3, Synergy_HSA=-1.41. Drug 2: C(CN)CNCCSP(=O)(O)O. Cell line: 786-0. (6) Drug 2: C(CC(=O)O)C(=O)CN.Cl. Cell line: RPMI-8226. Synergy scores: CSS=71.7, Synergy_ZIP=8.91, Synergy_Bliss=7.71, Synergy_Loewe=7.62, Synergy_HSA=7.86. Drug 1: CC12CCC(CC1=CCC3C2CCC4(C3CC=C4C5=CN=CC=C5)C)O. (7) Drug 1: CCC(=C(C1=CC=CC=C1)C2=CC=C(C=C2)OCCN(C)C)C3=CC=CC=C3.C(C(=O)O)C(CC(=O)O)(C(=O)O)O. Drug 2: CC1CCCC2(C(O2)CC(NC(=O)CC(C(C(=O)C(C1O)C)(C)C)O)C(=CC3=CSC(=N3)C)C)C. Cell line: T-47D. Synergy scores: CSS=51.8, Synergy_ZIP=2.14, Synergy_Bliss=3.85, Synergy_Loewe=-1.50, Synergy_HSA=6.29.